This data is from Catalyst prediction with 721,799 reactions and 888 catalyst types from USPTO. The task is: Predict which catalyst facilitates the given reaction. (1) Reactant: [C:1]([NH:5][C:6]([C:8]1[C:16]2[C:11](=[N:12][CH:13]=[C:14]([C:17]3[C:25]4[C:20](=[CH:21][C:22]([F:26])=[CH:23][CH:24]=4)[N:19]([CH2:27][CH:28]4[CH2:31][N:30](C(OC(C)(C)C)=O)[CH2:29]4)[N:18]=3)[N:15]=2)[N:10](COCC[Si](C)(C)C)[CH:9]=1)=[O:7])([CH3:4])([CH3:3])[CH3:2].[F:47][C:48]([F:53])([F:52])[C:49]([OH:51])=[O:50]. Product: [F:47][C:48]([F:53])([F:52])[C:49]([OH:51])=[O:50].[C:1]([NH:5][C:6]([C:8]1[C:16]2[C:11](=[N:12][CH:13]=[C:14]([C:17]3[C:25]4[C:20](=[CH:21][C:22]([F:26])=[CH:23][CH:24]=4)[N:19]([CH2:27][CH:28]4[CH2:29][NH:30][CH2:31]4)[N:18]=3)[N:15]=2)[NH:10][CH:9]=1)=[O:7])([CH3:4])([CH3:2])[CH3:3]. The catalyst class is: 4. (2) Reactant: [C:1]([C:4]1[CH:5]([C:23]2[CH:30]=[CH:29][C:26]([C:27]#[N:28])=[CH:25][C:24]=2Br)[N:6]([CH3:22])[C:7](=[O:21])[N:8]([C:11]2[CH:16]=[CH:15][CH:14]=[C:13]([C:17]([F:20])([F:19])[F:18])[CH:12]=2)[C:9]=1[CH3:10])(=[O:3])[CH3:2].[CH3:32][N:33]1[CH:38]=[C:37](B2OC(C)(C)C(C)(C)O2)[CH:36]=[CH:35][C:34]1=[O:48].C(=O)([O-])[O-].[K+].[K+].ClCCl. Product: [C:1]([C:4]1[C@@H:5]([C:23]2[CH:30]=[CH:29][C:26]([C:27]#[N:28])=[CH:25][C:24]=2[C:37]2[CH:36]=[CH:35][C:34](=[O:48])[N:33]([CH3:32])[CH:38]=2)[N:6]([CH3:22])[C:7](=[O:21])[N:8]([C:11]2[CH:16]=[CH:15][CH:14]=[C:13]([C:17]([F:20])([F:19])[F:18])[CH:12]=2)[C:9]=1[CH3:10])(=[O:3])[CH3:2]. The catalyst class is: 10. (3) Reactant: [F:1][C:2]([F:17])([F:16])[CH:3]([C:5]1[CH2:6][C:7](F)([C:11]([F:14])([F:13])[F:12])[CH:8]=[CH:9][CH:10]=1)[NH2:4].[C:18]([O:22][C:23]([NH:25][CH2:26][C:27]1[CH:28]=[C:29]2[C:33](=[CH:34][C:35]=1[Cl:36])[NH:32][C:31]([C:37](O)=[O:38])=[CH:30]2)=[O:24])([CH3:21])([CH3:20])[CH3:19].F[P-](F)(F)(F)(F)F.N1(OC(N(C)C)=[N+](C)C)C2C=CC=CC=2N=N1.CN1CCOCC1. Product: [Cl:36][C:35]1[CH:34]=[C:33]2[C:29]([CH:30]=[C:31]([C:37](=[O:38])[NH:4][CH:3]([C:5]3[CH:10]=[CH:9][CH:8]=[C:7]([C:11]([F:14])([F:13])[F:12])[CH:6]=3)[C:2]([F:17])([F:16])[F:1])[NH:32]2)=[CH:28][C:27]=1[CH2:26][NH:25][C:23](=[O:24])[O:22][C:18]([CH3:20])([CH3:19])[CH3:21]. The catalyst class is: 288.